Dataset: Forward reaction prediction with 1.9M reactions from USPTO patents (1976-2016). Task: Predict the product of the given reaction. (1) The product is: [CH2:1]([O:9][CH2:10][CH2:11][N:12]1[CH2:17][CH2:16][CH:15]([CH2:18][CH:19]=[O:20])[CH2:14][CH2:13]1)[CH2:2][C:3]1[CH:8]=[CH:7][CH:6]=[CH:5][CH:4]=1. Given the reactants [CH2:1]([O:9][CH2:10][CH2:11][N:12]1[CH2:17][CH2:16][CH:15]([CH2:18][CH2:19][OH:20])[CH2:14][CH2:13]1)[CH2:2][C:3]1[CH:8]=[CH:7][CH:6]=[CH:5][CH:4]=1.C(N(CC)CC)C, predict the reaction product. (2) Given the reactants [O:1]1[CH:5]=[C:4]([CH2:6][CH2:7][N:8]2[CH2:13][CH2:12][CH:11]([C:14]3[C:22]4[C:17](=[CH:18][CH:19]=[CH:20][CH:21]=4)[NH:16][CH:15]=3)[CH2:10][CH2:9]2)[C:3]2[CH:23]=[CH:24][C:25]3[C:30]([C:2]1=2)=[CH:29][CH:28]=[CH:27][CH:26]=3, predict the reaction product. The product is: [O:1]1[CH:5]=[C:4]([CH2:6][CH2:7][N:8]2[CH2:13][CH2:12][CH:11]([C:14]3[C:22]4[C:17](=[CH:18][CH:19]=[CH:20][CH:21]=4)[NH:16][CH:15]=3)[CH2:10][CH2:9]2)[C:3]2[CH:23]=[CH:24][C:25]3[C:30]([C:2]1=2)=[CH:29][CH:28]=[CH:27][CH:26]=3.[CH3:29][CH2:30][CH2:2][CH2:3][CH2:4][CH3:5]. (3) The product is: [C:24]([O:28][C:29](=[O:30])[NH:31][CH:32]([CH2:36][C:37]1[CH:42]=[CH:41][CH:40]=[C:39]([CH3:43])[CH:38]=1)[C:33]([N:21]1[CH2:22][CH2:23][CH:18]([N:4]([CH:1]2[CH2:3][CH2:2]2)[S:5]([C:8]2[CH:13]=[CH:12][CH:11]=[C:10]([C:14]([F:17])([F:15])[F:16])[CH:9]=2)(=[O:6])=[O:7])[CH2:19][CH2:20]1)=[O:34])([CH3:27])([CH3:26])[CH3:25]. Given the reactants [CH:1]1([N:4]([CH:18]2[CH2:23][CH2:22][NH:21][CH2:20][CH2:19]2)[S:5]([C:8]2[CH:13]=[CH:12][CH:11]=[C:10]([C:14]([F:17])([F:16])[F:15])[CH:9]=2)(=[O:7])=[O:6])[CH2:3][CH2:2]1.[C:24]([O:28][C:29]([NH:31][CH:32]([CH2:36][C:37]1[CH:38]=[C:39]([CH3:43])[CH:40]=[CH:41][CH:42]=1)[C:33](O)=[O:34])=[O:30])([CH3:27])([CH3:26])[CH3:25].O.ON1C2C=CC=CC=2N=N1.Cl.CN(C)CCCN=C=NCC, predict the reaction product. (4) Given the reactants [OH-].[Li+].OO.C([C@H]1COC(=O)N1[C:18](=[O:38])[C@@H:19]([O:28][C:29]1[CH:34]=[CH:33][C:32]([CH:35]([CH3:37])[CH3:36])=[CH:31][CH:30]=1)[CH2:20][C:21]1[CH:26]=[CH:25][C:24]([OH:27])=[CH:23][CH:22]=1)C1C=CC=CC=1.S(S([O-])=O)([O-])=[O:40].[Na+].[Na+], predict the reaction product. The product is: [OH:27][C:24]1[CH:23]=[CH:22][C:21]([CH2:20][C@H:19]([O:28][C:29]2[CH:30]=[CH:31][C:32]([CH:35]([CH3:36])[CH3:37])=[CH:33][CH:34]=2)[C:18]([OH:38])=[O:40])=[CH:26][CH:25]=1. (5) Given the reactants C(N1C2=CC=C3C(N=C(C(C)C)N(C4C=CC(Cl)=CC=4)C3=O)=C2C=CC1)(=O)C.[Cl:29][C:30]1[CH:35]=[CH:34][C:33]([N:36]2[C:45](=[O:46])[C:44]3[C:39](=[C:40](C=C)[C:41]([N:47]([CH2:51][C:52]([CH3:54])=[CH2:53])[C:48](=[O:50])[CH3:49])=[CH:42][CH:43]=3)[N:38]=[C:37]2[CH:57]([CH3:59])[CH3:58])=[CH:32][CH:31]=1, predict the reaction product. The product is: [C:48]([N:47]1[C:41]2=[CH:42][CH:43]=[C:44]3[C:39]([N:38]=[C:37]([CH:57]([CH3:58])[CH3:59])[N:36]([C:33]4[CH:32]=[CH:31][C:30]([Cl:29])=[CH:35][CH:34]=4)[C:45]3=[O:46])=[C:40]2[CH:54]=[C:52]([CH3:53])[CH2:51]1)(=[O:50])[CH3:49].